Dataset: Peptide-MHC class II binding affinity with 134,281 pairs from IEDB. Task: Regression. Given a peptide amino acid sequence and an MHC pseudo amino acid sequence, predict their binding affinity value. This is MHC class II binding data. (1) The peptide sequence is EYKYFAATQFEPLAA. The MHC is HLA-DPA10201-DPB10501 with pseudo-sequence HLA-DPA10201-DPB10501. The binding affinity (normalized) is 0.721. (2) The peptide sequence is ATATATSAVGAPTGA. The MHC is HLA-DQA10501-DQB10201 with pseudo-sequence HLA-DQA10501-DQB10201. The binding affinity (normalized) is 0.162. (3) The peptide sequence is TRRFLPQILAECARRHHHHHH. The MHC is HLA-DQA10501-DQB10302 with pseudo-sequence HLA-DQA10501-DQB10302. The binding affinity (normalized) is 0.233. (4) The peptide sequence is KKWKYLNAVSLCILTIN. The MHC is HLA-DQA10201-DQB10402 with pseudo-sequence HLA-DQA10201-DQB10402. The binding affinity (normalized) is 0. (5) The peptide sequence is DDCVAIGTGSSNIVI. The MHC is HLA-DQA10501-DQB10201 with pseudo-sequence HLA-DQA10501-DQB10201. The binding affinity (normalized) is 0.183. (6) The peptide sequence is KEQIDGYTMHANYIF. The MHC is DRB1_0701 with pseudo-sequence DRB1_0701. The binding affinity (normalized) is 0.793. (7) The peptide sequence is CLSGDGWPYIASRTS. The MHC is DRB1_0101 with pseudo-sequence DRB1_0101. The binding affinity (normalized) is 0.290. (8) The peptide sequence is EKKKFAATQFEPLAA. The MHC is HLA-DPA10201-DPB10501 with pseudo-sequence HLA-DPA10201-DPB10501. The binding affinity (normalized) is 0.744. (9) The peptide sequence is TLTAFGFASADLIEI. The MHC is HLA-DPA10201-DPB10101 with pseudo-sequence HLA-DPA10201-DPB10101. The binding affinity (normalized) is 0.0558. (10) The peptide sequence is VMLLVLCAVQLLLMR. The MHC is DRB1_0301 with pseudo-sequence DRB1_0301. The binding affinity (normalized) is 0.338.